From a dataset of Full USPTO retrosynthesis dataset with 1.9M reactions from patents (1976-2016). Predict the reactants needed to synthesize the given product. Given the product [C:26]([C:25]1[S:42][C:21]([C:10]2[C:9]([S:31][CH3:32])=[C:8]([C:5]3[CH:6]=[CH:7][C:2]([Cl:1])=[CH:3][CH:4]=3)[N:12]([C:13]3[CH:18]=[CH:17][C:16]([Cl:19])=[CH:15][C:14]=3[Cl:20])[N:11]=2)=[N:23][N:24]=1)([CH3:29])([CH3:28])[CH3:27], predict the reactants needed to synthesize it. The reactants are: [Cl:1][C:2]1[CH:7]=[CH:6][C:5]([C:8]2[N:12]([C:13]3[CH:18]=[CH:17][C:16]([Cl:19])=[CH:15][C:14]=3[Cl:20])[N:11]=[C:10]([C:21]([NH:23][NH:24][C:25](=O)[C:26]([CH3:29])([CH3:28])[CH3:27])=O)[C:9]=2[S:31][CH3:32])=[CH:4][CH:3]=1.COC1C=CC(P2(SP(C3C=CC(OC)=CC=3)(=S)S2)=[S:42])=CC=1.